Task: Predict the reaction yield, written as a fraction of the theoretical maximum amount of product (1.0 means a 100% yield; for example, 0.34 means a 34% yield).. Dataset: Reaction yield outcomes from USPTO patents with 853,638 reactions (1) The reactants are Br[C:2]1[C:10]2[C:9]([NH2:11])=[N:8][CH:7]=[N:6][C:5]=2[N:4]([CH2:12][CH2:13][CH:14]([CH3:16])[CH3:15])[CH:3]=1.[F:17][C:18]1[CH:23]=[CH:22][C:21]([F:24])=[CH:20][C:19]=1[CH2:25][C:26]([N:28]1[C:36]2[C:31](=[CH:32][C:33](B3OC(C)(C)C(C)(C)O3)=[CH:34][CH:35]=2)[CH2:30][CH2:29]1)=[O:27].C([O-])(O)=O.[Na+].N#N. The catalyst is O.C1C=CC([P]([Pd]([P](C2C=CC=CC=2)(C2C=CC=CC=2)C2C=CC=CC=2)([P](C2C=CC=CC=2)(C2C=CC=CC=2)C2C=CC=CC=2)[P](C2C=CC=CC=2)(C2C=CC=CC=2)C2C=CC=CC=2)(C2C=CC=CC=2)C2C=CC=CC=2)=CC=1.O1CCOCC1. The product is [F:17][C:18]1[CH:23]=[CH:22][C:21]([F:24])=[CH:20][C:19]=1[CH2:25][C:26]([N:28]1[C:36]2[C:31](=[CH:32][C:33]([C:2]3[C:10]4[C:9]([NH2:11])=[N:8][CH:7]=[N:6][C:5]=4[N:4]([CH2:12][CH2:13][CH:14]([CH3:16])[CH3:15])[CH:3]=3)=[CH:34][CH:35]=2)[CH2:30][CH2:29]1)=[O:27]. The yield is 0.306. (2) The reactants are [NH:1]1[C:5]2[CH:6]=[CH:7][C:8]([C:10]([OH:12])=O)=[CH:9][C:4]=2[N:3]=[CH:2]1.[CH3:13][O:14][C:15]1[CH:28]=[CH:27][C:18]2[C@H:19]3[C@H:24]([CH2:25][CH2:26][C:17]=2[CH:16]=1)[NH:23][CH2:22][CH2:21][CH2:20]3. No catalyst specified. The product is [NH:1]1[C:5]2[CH:6]=[CH:7][C:8]([C:10]([N:23]3[C@@H:24]4[C@H:19]([C:18]5[CH:27]=[CH:28][C:15]([O:14][CH3:13])=[CH:16][C:17]=5[CH2:26][CH2:25]4)[CH2:20][CH2:21][CH2:22]3)=[O:12])=[CH:9][C:4]=2[N:3]=[CH:2]1. The yield is 0.710. (3) The reactants are [N+:1]([C:4]1[CH:9]=[C:8]([C:10]2[S:11][CH:12]=[CH:13][CH:14]=2)[CH:7]=[CH:6][C:5]=1[NH:15][C:16](=[O:22])[O:17][C:18]([CH3:21])([CH3:20])[CH3:19])([O-])=O. The catalyst is C(O)C.CO.[Pd]. The product is [NH2:1][C:4]1[CH:9]=[C:8]([C:10]2[S:11][CH:12]=[CH:13][CH:14]=2)[CH:7]=[CH:6][C:5]=1[NH:15][C:16](=[O:22])[O:17][C:18]([CH3:20])([CH3:19])[CH3:21]. The yield is 0.690. (4) The reactants are Cl[C:2]1[CH:3]=[CH:4][C:5]([N+:9]([O-:11])=[O:10])=[C:6]([CH3:8])[CH:7]=1.[CH3:12][C:13]1[CH:18]=[C:17]([CH3:19])[N:16]=[C:15]([N:20]2[CH2:25][CH2:24][NH:23][CH2:22][CH2:21]2)[CH:14]=1.C(=O)([O-])[O-].[K+].[K+]. The catalyst is COCCOCCOC.Cl. The product is [CH3:12][C:13]1[CH:18]=[C:17]([CH3:19])[N:16]=[C:15]([N:20]2[CH2:21][CH2:22][N:23]([C:2]3[CH:3]=[CH:4][C:5]([N+:9]([O-:11])=[O:10])=[C:6]([CH3:8])[CH:7]=3)[CH2:24][CH2:25]2)[CH:14]=1. The yield is 0.450. (5) The reactants are Cl[C:2]1[CH:7]=[CH:6][N:5]=[C:4]([N:8]2[CH:12]=[CH:11][N:10]=[CH:9]2)[N:3]=1.[NH:13]1[CH2:18][CH2:17][CH2:16][CH2:15][CH:14]1[CH2:19][CH2:20][OH:21].CCN(C(C)C)C(C)C. The catalyst is CN(C=O)C. The product is [N:8]1([C:4]2[N:3]=[C:2]([N:13]3[CH2:18][CH2:17][CH2:16][CH2:15][CH:14]3[CH2:19][CH2:20][OH:21])[CH:7]=[CH:6][N:5]=2)[CH:12]=[CH:11][N:10]=[CH:9]1. The yield is 0.460.